Dataset: Peptide-MHC class I binding affinity with 185,985 pairs from IEDB/IMGT. Task: Regression. Given a peptide amino acid sequence and an MHC pseudo amino acid sequence, predict their binding affinity value. This is MHC class I binding data. (1) The peptide sequence is FVNYNFTLV. The MHC is HLA-B42:01 with pseudo-sequence HLA-B42:01. The binding affinity (normalized) is 0. (2) The peptide sequence is VGNVPVKF. The MHC is Mamu-B52 with pseudo-sequence Mamu-B52. The binding affinity (normalized) is 0.315. (3) The peptide sequence is PQIQLTITR. The MHC is HLA-A68:01 with pseudo-sequence HLA-A68:01. The binding affinity (normalized) is 0.0575. (4) The binding affinity (normalized) is 0.0847. The peptide sequence is MPAMVPPYA. The MHC is HLA-B57:01 with pseudo-sequence HLA-B57:01. (5) The peptide sequence is YNPQSQGVV. The MHC is HLA-A02:01 with pseudo-sequence HLA-A02:01. The binding affinity (normalized) is 0.0303. (6) The peptide sequence is EKLKSLYNTI. The MHC is HLA-A02:03 with pseudo-sequence HLA-A02:03. The binding affinity (normalized) is 0.706. (7) The peptide sequence is SFELGVWVL. The MHC is H-2-Kb with pseudo-sequence H-2-Kb. The binding affinity (normalized) is 0.281.